This data is from Retrosynthesis with 50K atom-mapped reactions and 10 reaction types from USPTO. The task is: Predict the reactants needed to synthesize the given product. (1) Given the product CN(C)[C@@H]1CCc2ccc(Br)cc21, predict the reactants needed to synthesize it. The reactants are: CNC.O[C@H]1CCc2ccc(Br)cc21. (2) Given the product COc1cc(N)ccc1C(C)(C)C, predict the reactants needed to synthesize it. The reactants are: COc1cc([N+](=O)[O-])ccc1C(C)(C)C. (3) The reactants are: C1CNCCN1.O=[N+]([O-])c1ccc(Br)cc1Nc1ccccc1. Given the product O=[N+]([O-])c1ccc(N2CCNCC2)cc1Nc1ccccc1, predict the reactants needed to synthesize it.